From a dataset of Forward reaction prediction with 1.9M reactions from USPTO patents (1976-2016). Predict the product of the given reaction. (1) Given the reactants [C:1]([NH2:4])(=[S:3])[CH3:2].Br[CH2:6][C:7]([C:9]1[CH:14]=[CH:13][CH:12]=[C:11]([O:15][CH3:16])[CH:10]=1)=O, predict the reaction product. The product is: [CH3:16][O:15][C:11]1[CH:10]=[C:9]([C:7]2[N:4]=[C:1]([CH3:2])[S:3][CH:6]=2)[CH:14]=[CH:13][CH:12]=1. (2) Given the reactants [C:9](O[C:9]([O:11][C:12]([CH3:15])([CH3:14])[CH3:13])=[O:10])([O:11][C:12]([CH3:15])([CH3:14])[CH3:13])=[O:10].[CH3:16][O:17][C:18]1[CH:19]=[C:20]([CH:24]=[C:25]([N+:27]([O-:29])=[O:28])[CH:26]=1)C(O)=O.C(O)(C)(C)C, predict the reaction product. The product is: [CH3:16][O:17][C:18]1[CH:19]=[C:20]([CH:24]=[C:25]([N+:27]([O-:29])=[O:28])[CH:26]=1)[C:9]([O:11][C:12]([CH3:13])([CH3:14])[CH3:15])=[O:10]. (3) The product is: [CH2:23]([O:22][C:19]1[CH:20]=[CH:21][C:16]([S:13]([N:6]2[CH2:7][C:8]3([CH3:11])[CH2:9][CH2:10][CH:5]2[C:3](=[O:2])[O:12]3)(=[O:14])=[O:15])=[CH:17][CH:18]=1)[C:24]1[CH:25]=[CH:26][CH:27]=[CH:28][CH:29]=1. Given the reactants C[O:2][C:3]([CH:5]1[CH2:10][CH2:9][C:8]([OH:12])([CH3:11])[CH2:7][N:6]1[S:13]([C:16]1[CH:21]=[CH:20][C:19]([O:22][CH2:23][C:24]2[CH:29]=[CH:28][CH:27]=[CH:26][CH:25]=2)=[CH:18][CH:17]=1)(=[O:15])=[O:14])=O.C1(C)C=CC(S(O)(=O)=O)=CC=1.C1(C)C=CC=CC=1, predict the reaction product. (4) Given the reactants [N:1]([CH:4]([C:6]1[CH:7]=[N:8][C:9]([CH3:12])=[N:10][CH:11]=1)[CH3:5])=[N+]=[N-], predict the reaction product. The product is: [CH3:12][C:9]1[N:10]=[CH:11][C:6]([CH:4]([NH2:1])[CH3:5])=[CH:7][N:8]=1. (5) Given the reactants C[C:2]1[N:3]=[CH:4][C:5]([N:9]2[C@@H:16]3[C@@H:11]([CH2:12][CH2:13][NH:14][CH2:15]3)[CH2:10]2)=[N:6][C:7]=1C.[CH3:17]C1C=C(C)N=C(N2[C@@H]3[C@@H](CCNC3)C2)N=1.[F:33][C:34]1[CH:35]=[CH:36][C:37]([N:43]2[N:47]=[CH:46][CH:45]=[N:44]2)=[C:38]([CH:42]=1)[C:39](O)=[O:40].S1C=CC=C1C1C=CC=CC=1C(O)=O, predict the reaction product. The product is: [F:33][C:34]1[CH:35]=[CH:36][C:37]([N:43]2[N:47]=[CH:46][CH:45]=[N:44]2)=[C:38]([C:39]([N:14]2[CH2:13][CH2:12][C@@H:11]3[C@@H:16]([N:9]([C:5]4[C:4]([CH3:17])=[N:3][CH:2]=[CH:7][N:6]=4)[CH2:10]3)[CH2:15]2)=[O:40])[CH:42]=1. (6) Given the reactants CC1C=CC(S(O[CH2:12][C@@H:13]2[CH2:18][CH2:17][CH2:16][CH2:15][C@H:14]2[NH:19][C:20]([O:22][C:23]([CH3:26])([CH3:25])[CH3:24])=[O:21])(=O)=O)=CC=1.Cl.[F:28][C:29]1([F:35])[CH2:34][CH2:33][NH:32][CH2:31][CH2:30]1.CCN(C(C)C)C(C)C.C(Cl)Cl, predict the reaction product. The product is: [F:28][C:29]1([F:35])[CH2:34][CH2:33][N:32]([CH2:12][C@@H:13]2[CH2:18][CH2:17][CH2:16][CH2:15][C@H:14]2[NH:19][C:20](=[O:21])[O:22][C:23]([CH3:24])([CH3:25])[CH3:26])[CH2:31][CH2:30]1. (7) Given the reactants Br[C:2]1[CH:7]=[CH:6][C:5]([C:8]2[NH:9][C:10](=[O:24])[C:11]3[N:16]([CH:17]4[CH2:22][CH2:21][CH2:20][CH2:19][CH2:18]4)[N:15]=[C:14]([CH3:23])[C:12]=3[N:13]=2)=[C:4]([O:25][CH2:26][CH3:27])[CH:3]=1.[CH3:28][N:29]1[CH2:35][CH2:34][CH2:33][NH:32][CH2:31][CH2:30]1, predict the reaction product. The product is: [CH:17]1([N:16]2[C:11]3[C:10](=[O:24])[NH:9][C:8]([C:5]4[CH:6]=[CH:7][C:2]([N:32]5[CH2:33][CH2:34][CH2:35][N:29]([CH3:28])[CH2:30][CH2:31]5)=[CH:3][C:4]=4[O:25][CH2:26][CH3:27])=[N:13][C:12]=3[C:14]([CH3:23])=[N:15]2)[CH2:22][CH2:21][CH2:20][CH2:19][CH2:18]1.